From a dataset of Forward reaction prediction with 1.9M reactions from USPTO patents (1976-2016). Predict the product of the given reaction. The product is: [CH3:16][O:15][C:13](=[O:14])[C@@H:9]([NH2:8])[CH:10]1[CH2:11][CH2:12]1. Given the reactants CC(OC([NH:8][C@H:9]([C:13]([OH:15])=[O:14])[CH:10]1[CH2:12][CH2:11]1)=O)(C)C.[CH3:16]OC(OC)(C)C, predict the reaction product.